Task: Predict which catalyst facilitates the given reaction.. Dataset: Catalyst prediction with 721,799 reactions and 888 catalyst types from USPTO (1) Reactant: [S:1]1[C:9]2[CH:8]=[CH:7][N:6]=[CH:5][C:4]=2[CH:3]=[C:2]1[C:10]([O:12]C)=[O:11].O[Li].O.Cl. Product: [S:1]1[C:9]2[CH:8]=[CH:7][N:6]=[CH:5][C:4]=2[CH:3]=[C:2]1[C:10]([OH:12])=[O:11]. The catalyst class is: 24. (2) Reactant: [F:1][C:2]1[CH:10]=[C:9]2[C:5]([C:6]([C:20]3[CH:28]=[CH:27][C:23]4[NH:24][CH:25]=[N:26][C:22]=4[CH:21]=3)=[CH:7][N:8]2S(C2C=CC=CC=2)(=O)=O)=[CH:4][CH:3]=1.CC[N:31]([CH2:34]C)CC.[CH3:36][S:37](Cl)(=[O:39])=[O:38]. Product: [F:1][C:2]1[CH:10]=[C:9]2[C:5]([C:6]([C:20]3[CH:28]=[CH:27][C:23]4[N:24]=[C:25]([CH2:34][NH:31][S:37]([CH3:36])(=[O:39])=[O:38])[NH:26][C:22]=4[CH:21]=3)=[CH:7][NH:8]2)=[CH:4][CH:3]=1. The catalyst class is: 91. (3) Reactant: C[O:2][C:3](=O)[CH2:4][CH2:5][CH:6]1[CH2:11][CH2:10][N:9]([C:12]([O:14][C:15]([CH3:18])([CH3:17])[CH3:16])=[O:13])[CH2:8][CH2:7]1.OCC1CCN(C(OC(C)(C)C)=O)CC1.CC(C[AlH]CC(C)C)C.C(C(C(C([O-])=O)O)O)([O-])=O.[Na+].[K+]. Product: [OH:2][CH2:3][CH2:4][CH2:5][CH:6]1[CH2:11][CH2:10][N:9]([C:12]([O:14][C:15]([CH3:18])([CH3:17])[CH3:16])=[O:13])[CH2:8][CH2:7]1. The catalyst class is: 4. (4) Reactant: [C:1]([O:5][C:6]([NH:8][N:9]=[CH:10][C:11]1[CH:16]=[CH:15][C:14]([OH:17])=[CH:13][CH:12]=1)=[O:7])([CH3:4])([CH3:3])[CH3:2].[CH3:18][N:19]([CH3:23])[C:20](Cl)=[O:21]. Product: [C:1]([O:5][C:6]([NH:8][N:9]=[CH:10][C:11]1[CH:12]=[CH:13][C:14]([O:17][C:20](=[O:21])[N:19]([CH3:23])[CH3:18])=[CH:15][CH:16]=1)=[O:7])([CH3:4])([CH3:2])[CH3:3]. The catalyst class is: 17. (5) Reactant: FC(F)(F)C(O)=O.[O:8]1[CH2:13][CH2:12][CH:11]([C:14]([N:16]2[CH2:21][CH2:20][N:19]([CH2:22][C:23]3[CH:24]=[C:25]4[C:30](=[CH:31][CH:32]=3)[CH2:29][N:28](C(OC(C)(C)C)=O)[CH2:27][CH2:26]4)[CH2:18][CH2:17]2)=[O:15])[CH2:10][CH2:9]1. Product: [CH2:29]1[C:30]2[C:25](=[CH:24][C:23]([CH2:22][N:19]3[CH2:18][CH2:17][N:16]([C:14]([CH:11]4[CH2:12][CH2:13][O:8][CH2:9][CH2:10]4)=[O:15])[CH2:21][CH2:20]3)=[CH:32][CH:31]=2)[CH2:26][CH2:27][NH:28]1. The catalyst class is: 4. (6) Reactant: [I:1]I.[CH2:3]([N:5]([CH2:38][CH3:39])[CH2:6][CH2:7][NH:8][C:9]([C:11]1[C:24]2[C:15](=[N:16][C:17]3[C:22]([N:23]=2)=[CH:21][CH:20]=[C:19]([Sn](CCCC)(CCCC)CCCC)[CH:18]=3)[CH:14]=[CH:13][CH:12]=1)=[O:10])[CH3:4].C(=O)([O-])[O-].[Na+].[Na+]. Product: [CH2:3]([N:5]([CH2:38][CH3:39])[CH2:6][CH2:7][NH:8][C:9]([C:11]1[C:24]2[C:15](=[N:16][C:17]3[C:22]([N:23]=2)=[CH:21][CH:20]=[C:19]([I:1])[CH:18]=3)[CH:14]=[CH:13][CH:12]=1)=[O:10])[CH3:4]. The catalyst class is: 22. (7) Reactant: N1CCCCC1.FC(F)OC1C=C(C=CC=1OC(F)F)C=O.C(CC(N[C:30]1[CH:38]=[CH:37][CH:36]=[CH:35][C:31]=1[C:32]([OH:34])=[O:33])=O)(O)=O. Product: [C:32]([OH:34])(=[O:33])[C:31]1[CH:35]=[CH:36][CH:37]=[CH:38][CH:30]=1. The catalyst class is: 11.